From a dataset of Retrosynthesis with 50K atom-mapped reactions and 10 reaction types from USPTO. Predict the reactants needed to synthesize the given product. (1) Given the product C[C@H]1CC[C@H](N(C(=O)Nc2ncc(Cl)s2)C2CCN(C(=O)N3CCCCC3)CC2)CC1, predict the reactants needed to synthesize it. The reactants are: C[C@H]1CC[C@H](N(C(=O)Nc2ncc(Cl)s2)C2CCNCC2)CC1.O=C(Cl)N1CCCCC1. (2) Given the product O=C(O)C(CCSc1ccccc1)C(=O)OCc1ccccc1, predict the reactants needed to synthesize it. The reactants are: O=C(OCc1ccccc1)C(CCSc1ccccc1)C(=O)OCc1ccccc1. (3) Given the product CSc1nccc(Oc2ccc(NC(=O)Nc3cccc(C(F)(F)F)c3)cc2)n1, predict the reactants needed to synthesize it. The reactants are: CSc1nccc(Oc2ccc(N)cc2)n1.O=C=Nc1cccc(C(F)(F)F)c1. (4) Given the product CCc1noc(Cn2c(=O)n(C3CCN(C(=O)OC(C)(C)C)CC3)c(=O)c3sc(-c4ccccc4F)cc32)n1, predict the reactants needed to synthesize it. The reactants are: CCc1noc(Cn2c(=O)n(C3CCN(C(=O)OC(C)(C)C)CC3)c(=O)c3sc(Br)cc32)n1.OB(O)c1ccccc1F. (5) Given the product COCCCc1cc(CN(C(=O)[C@H]2CN(C(=O)OC(C)(C)C)CC[C@@H]2c2ccc(OCCOc3c(Cl)cc(C)cc3Cl)cc2)C2CC2)cc(OCc2ccc(C(=O)OC)cc2)c1, predict the reactants needed to synthesize it. The reactants are: COC(=O)c1ccc(CBr)cc1.COCCCc1cc(O)cc(CN(C(=O)[C@H]2CN(C(=O)OC(C)(C)C)CC[C@@H]2c2ccc(OCCOc3c(Cl)cc(C)cc3Cl)cc2)C2CC2)c1. (6) Given the product COc1cc(OC)c(Cl)c(COc2cnc(Nc3cnn(C4CCN(C(=O)C5CC5)CC4)c3)nc2)c1Cl, predict the reactants needed to synthesize it. The reactants are: COc1cc(OC)c(Cl)c(COc2cnc(Nc3cnn(C4CCNCC4)c3)nc2)c1Cl.O=C(Cl)C1CC1. (7) The reactants are: CC1(C)COC(CNc2nc(OCc3ccccc3)ccc2F)CO1. Given the product CC1(C)COC(CNc2nc(O)ccc2F)CO1, predict the reactants needed to synthesize it.